The task is: Predict the reaction yield, written as a fraction of the theoretical maximum amount of product (1.0 means a 100% yield; for example, 0.34 means a 34% yield).. This data is from Reaction yield outcomes from USPTO patents with 853,638 reactions. (1) The reactants are [C:1]([O:4][C:5]1[CH:10]=[CH:9][C:8]([S:11](Cl)(=[O:13])=[O:12])=[CH:7][CH:6]=1)(=[O:3])[CH3:2].[CH3:15][O:16][C:17]1[CH:22]=[CH:21][CH:20]=[CH:19][C:18]=1[CH2:23][NH2:24].C(N(CC)CC)C. The catalyst is ClCCl. The product is [C:1]([O:4][C:5]1[CH:10]=[CH:9][C:8]([S:11](=[O:13])(=[O:12])[NH:24][CH2:23][C:18]2[CH:19]=[CH:20][CH:21]=[CH:22][C:17]=2[O:16][CH3:15])=[CH:7][CH:6]=1)(=[O:3])[CH3:2]. The yield is 0.890. (2) The reactants are [OH:1][C:2]1[CH:23]=[C:22]([Cl:24])[C:5]([CH2:6][C@@H:7]2[CH2:11][CH2:10][N:9]([C@H:12]3[CH2:20][CH2:19][C:18]4[C:14](=[CH:15][NH:16][N:17]=4)[CH2:13]3)[C:8]2=[O:21])=[C:4]([Cl:25])[CH:3]=1.[S:26](O[S:26]([C:29]([F:32])([F:31])[F:30])(=[O:28])=[O:27])([C:29]([F:32])([F:31])[F:30])(=[O:28])=[O:27]. The catalyst is N1C=CC=CC=1.C(OCC)(=O)C. The product is [Cl:25][C:4]1[CH:3]=[C:2]([O:1][S:26]([C:29]([F:32])([F:31])[F:30])(=[O:28])=[O:27])[CH:23]=[C:22]([Cl:24])[C:5]=1[CH2:6][C@@H:7]1[CH2:11][CH2:10][N:9]([C@H:12]2[CH2:20][CH2:19][C:18]3[C:14](=[CH:15][N:16]([S:26]([C:29]([F:32])([F:31])[F:30])(=[O:28])=[O:27])[N:17]=3)[CH2:13]2)[C:8]1=[O:21]. The yield is 0.800.